From a dataset of NCI-60 drug combinations with 297,098 pairs across 59 cell lines. Regression. Given two drug SMILES strings and cell line genomic features, predict the synergy score measuring deviation from expected non-interaction effect. (1) Cell line: HT29. Synergy scores: CSS=4.53, Synergy_ZIP=2.61, Synergy_Bliss=2.16, Synergy_Loewe=-8.89, Synergy_HSA=-4.35. Drug 2: CN(C)C1=NC(=NC(=N1)N(C)C)N(C)C. Drug 1: CS(=O)(=O)C1=CC(=C(C=C1)C(=O)NC2=CC(=C(C=C2)Cl)C3=CC=CC=N3)Cl. (2) Drug 1: CC1=C(C(CCC1)(C)C)C=CC(=CC=CC(=CC(=O)O)C)C. Drug 2: CC1CCCC2(C(O2)CC(NC(=O)CC(C(C(=O)C(C1O)C)(C)C)O)C(=CC3=CSC(=N3)C)C)C. Cell line: NCI-H226. Synergy scores: CSS=37.3, Synergy_ZIP=3.73, Synergy_Bliss=5.09, Synergy_Loewe=-23.6, Synergy_HSA=3.12. (3) Drug 2: CCN(CC)CCCC(C)NC1=C2C=C(C=CC2=NC3=C1C=CC(=C3)Cl)OC. Synergy scores: CSS=17.9, Synergy_ZIP=-9.71, Synergy_Bliss=-4.74, Synergy_Loewe=-4.49, Synergy_HSA=-4.68. Cell line: KM12. Drug 1: C#CCC(CC1=CN=C2C(=N1)C(=NC(=N2)N)N)C3=CC=C(C=C3)C(=O)NC(CCC(=O)O)C(=O)O. (4) Drug 1: CC(CN1CC(=O)NC(=O)C1)N2CC(=O)NC(=O)C2. Drug 2: C(CN)CNCCSP(=O)(O)O. Cell line: OVCAR-8. Synergy scores: CSS=18.7, Synergy_ZIP=-2.98, Synergy_Bliss=0.179, Synergy_Loewe=-5.48, Synergy_HSA=0.987.